This data is from CYP2C9 inhibition data for predicting drug metabolism from PubChem BioAssay. The task is: Regression/Classification. Given a drug SMILES string, predict its absorption, distribution, metabolism, or excretion properties. Task type varies by dataset: regression for continuous measurements (e.g., permeability, clearance, half-life) or binary classification for categorical outcomes (e.g., BBB penetration, CYP inhibition). Dataset: cyp2c9_veith. The molecule is O=C1C[C@@H](O)[C@@H](O)[C@H]2[C@H]1CC[C@H]1C(=O)N(c3ccc(F)cc3F)C(=O)[C@H]21. The result is 0 (non-inhibitor).